From a dataset of hERG potassium channel inhibition data for cardiac toxicity prediction from Karim et al.. Regression/Classification. Given a drug SMILES string, predict its toxicity properties. Task type varies by dataset: regression for continuous values (e.g., LD50, hERG inhibition percentage) or binary classification for toxic/non-toxic outcomes (e.g., AMES mutagenicity, cardiotoxicity, hepatotoxicity). Dataset: herg_karim. The compound is C(#Cc1cc(-c2n[nH]c3c2Cc2cc(-n4cccn4)ccc2-3)cs1)COc1ccccc1. The result is 0 (non-blocker).